Dataset: Forward reaction prediction with 1.9M reactions from USPTO patents (1976-2016). Task: Predict the product of the given reaction. (1) Given the reactants [Br:1][C:2]1[N:7]=[C:6]([C:8]#[N:9])[C:5]([OH:10])=[CH:4][CH:3]=1.[C:11](=[O:14])([O-])[O-].[K+].[K+].[I-].[Na+], predict the reaction product. The product is: [Br:1][C:2]1[N:7]=[C:6]([C:8]#[N:9])[C:5]([O:10][CH:3]2[CH2:2][CH2:11][O:14][CH2:5][CH2:4]2)=[CH:4][CH:3]=1. (2) Given the reactants Cl.[NH2:2][CH2:3][CH2:4][O:5][C:6]1[CH:7]=[C:8]([CH:11]=[CH:12][CH:13]=1)[C:9]#[N:10].[CH3:14][O:15][C:16]1[CH:17]=[C:18]([CH:30]=[CH:31][C:32]=1[O:33][CH3:34])[C:19]([C:21]1[CH:29]=[CH:28][C:24]([C:25](O)=[O:26])=[CH:23][CH:22]=1)=[O:20].ON1C2C=CC=CC=2N=N1.C(N(CC)CC)C.Cl.CN(C)CCCN=C=NCC, predict the reaction product. The product is: [C:9]([C:8]1[CH:7]=[C:6]([CH:13]=[CH:12][CH:11]=1)[O:5][CH2:4][CH2:3][NH:2][C:25](=[O:26])[C:24]1[CH:28]=[CH:29][C:21]([C:19](=[O:20])[C:18]2[CH:30]=[CH:31][C:32]([O:33][CH3:34])=[C:16]([O:15][CH3:14])[CH:17]=2)=[CH:22][CH:23]=1)#[N:10]. (3) Given the reactants Br[C:2]1[CH:7]=[CH:6][CH:5]=[CH:4][N:3]=1.[CH2:8]([C:12]1[O:13][C:14]2[CH:20]=[CH:19][CH:18]=[C:17]([Cl:21])[C:15]=2[N:16]=1)[CH2:9][C:10]#[CH:11], predict the reaction product. The product is: [Cl:21][C:17]1[C:15]2[N:16]=[C:12]([CH2:8][CH2:9][C:10]#[C:11][C:2]3[CH:7]=[CH:6][CH:5]=[CH:4][N:3]=3)[O:13][C:14]=2[CH:20]=[CH:19][CH:18]=1. (4) Given the reactants [N+:1]([O-:4])(O)=[O:2].S(=O)(=O)(O)O.O.[C:11]1([C:17]23[CH2:25][CH:21]4[CH2:22][CH:23]([CH2:24]2)[C:19]([C:26](=[O:28])[CH3:27])([CH2:20]4)[CH2:18]3)[CH:16]=[CH:15][CH:14]=[CH:13][CH:12]=1, predict the reaction product. The product is: [N+:1]([C:14]1[CH:15]=[CH:16][C:11]([C:17]23[CH2:25][CH:21]4[CH2:22][CH:23]([CH2:24]2)[C:19]([C:26](=[O:28])[CH3:27])([CH2:20]4)[CH2:18]3)=[CH:12][CH:13]=1)([O-:4])=[O:2]. (5) Given the reactants CC1(C)C(C)(C)OB([C:9]2[CH:10]=[C:11]([CH:32]=[CH:33][CH:34]=2)[CH2:12][N:13]([C:25]([O:27][C:28]([CH3:31])([CH3:30])[CH3:29])=[O:26])[CH2:14][CH2:15][N:16]([CH3:24])C(=O)OC(C)(C)C)O1.Br[C:37]1[CH:53]=[C:52]([CH3:54])[C:40]2[NH:41][C:42]([C:44]3[CH:49]=[CH:48][CH:47]=[CH:46][C:45]=3[O:50][CH3:51])=[N:43][C:39]=2[CH:38]=1.[C:55](=[O:58])([O-])[O-:56].[Na+].[Na+], predict the reaction product. The product is: [CH3:51][O:50][C:45]1[CH:46]=[CH:47][CH:48]=[CH:49][C:44]=1[C:42]1[NH:41][C:40]2[C:52]([CH3:54])=[CH:53][C:37]([C:9]3[CH:10]=[C:11]([CH:32]=[CH:33][CH:34]=3)[CH2:12][N:13]([CH2:14][CH2:15][NH:16][CH2:24][C:55]([O:56][C:11]([CH3:32])([CH3:12])[CH3:10])=[O:58])[C:25](=[O:26])[O:27][C:28]([CH3:29])([CH3:30])[CH3:31])=[CH:38][C:39]=2[N:43]=1. (6) Given the reactants [CH:1]1([OH:5])[CH2:4][CH2:3][CH2:2]1.CCN(C(C)C)C(C)C.[C:15](=[O:26])(OC(Cl)(Cl)Cl)OC(Cl)(Cl)Cl.[NH2:27][C:28]1[CH:33]=[CH:32][N:31]([CH2:34][CH2:35][CH2:36][CH2:37][C:38]2[S:42][C:41]([C:43]([NH:45][CH2:46][C:47]3[CH:48]=[N:49][C:50]([CH3:53])=[CH:51][CH:52]=3)=[O:44])=[N:40][N:39]=2)[C:30](=[O:54])[C:29]=1[F:55], predict the reaction product. The product is: [CH:1]1([O:5][C:15](=[O:26])[NH:27][C:28]2[CH:33]=[CH:32][N:31]([CH2:34][CH2:35][CH2:36][CH2:37][C:38]3[S:42][C:41]([C:43](=[O:44])[NH:45][CH2:46][C:47]4[CH:48]=[N:49][C:50]([CH3:53])=[CH:51][CH:52]=4)=[N:40][N:39]=3)[C:30](=[O:54])[C:29]=2[F:55])[CH2:4][CH2:3][CH2:2]1. (7) Given the reactants [Br:1][C:2]1[CH:3]=[N:4][C:5]([N:8]2[C:16]3[C:11](=[CH:12][CH:13]=[C:14]([C:17]([OH:19])=O)[CH:15]=3)[C:10]3([CH2:21][CH2:20]3)[CH2:9]2)=[N:6][CH:7]=1.CN(C(ON1N=NC2C=CC=CC1=2)=[N+](C)C)C.[B-](F)(F)(F)F.[CH3:44][N:45]1CC[O:48][CH2:47][CH2:46]1.CNCCO, predict the reaction product. The product is: [Br:1][C:2]1[CH:7]=[N:6][C:5]([N:8]2[C:16]3[C:11](=[CH:12][CH:13]=[C:14]([C:17]([N:45]([CH2:46][CH2:47][OH:48])[CH3:44])=[O:19])[CH:15]=3)[C:10]3([CH2:21][CH2:20]3)[CH2:9]2)=[N:4][CH:3]=1. (8) Given the reactants [C:1]1([NH2:12])[C:6](F)=[C:5](F)[C:4](F)=[C:3](N)C=1F.[ClH:13].Cl.[NH:15]1[C:23]2[C:18](=[CH:19][CH:20]=[CH:21][CH:22]=2)[C:17](/[CH:24]=[CH:25]/[C:26]2[CH:39]=[CH:38][C:29]([C:30]([N:32]3[CH2:37][CH2:36][NH:35][CH2:34][CH2:33]3)=[O:31])=[CH:28][CH:27]=2)=[N:16]1.O.ON1C2C=CC=CC=2N=N1.Cl.C(N=C=NCCCN(C)C)C.CN1CC[O:67][CH2:66]C1.Cl.CO, predict the reaction product. The product is: [ClH:13].[ClH:13].[NH:12]1[CH2:3][CH2:4][CH:5]([C:66]([N:35]2[CH2:36][CH2:37][N:32]([C:30](=[O:31])[C:29]3[CH:28]=[CH:27][C:26](/[CH:25]=[CH:24]/[C:17]4[C:18]5[C:23](=[CH:22][CH:21]=[CH:20][CH:19]=5)[NH:15][N:16]=4)=[CH:39][CH:38]=3)[CH2:33][CH2:34]2)=[O:67])[CH2:6][CH2:1]1. (9) Given the reactants [C:1]([O:4][C@H:5]([CH3:30])[C@H:6]([N:14]1[CH2:17][C:16]2([CH2:21][CH2:20][CH2:19][N:18]2C(OC(C)(C)C)=O)[C:15]1=[O:29])[C:7](=[O:13])[N:8]1[CH2:12][CH2:11][CH2:10][CH2:9]1)(=[O:3])[CH3:2], predict the reaction product. The product is: [C:1]([O:4][C@@H:5]([C@H:6]([N:14]1[CH2:17][C:16]2([CH2:21][CH2:20][CH2:19][NH:18]2)[C:15]1=[O:29])[C:7](=[O:13])[N:8]1[CH2:12][CH2:11][CH2:10][CH2:9]1)[CH3:30])(=[O:3])[CH3:2]. (10) Given the reactants Br[C:2]1[CH:3]=[CH:4][C:5]([C:8]([N:10]([CH3:12])[CH3:11])=[O:9])=[N:6][CH:7]=1.CC1(C)C(C)(C)[O:17][B:16](B2OC(C)(C)C(C)(C)O2)[O:15]1.ClCCl.C([O-])(=O)C.[K+], predict the reaction product. The product is: [CH3:11][N:10]([CH3:12])[C:8]([C:5]1[N:6]=[CH:7][C:2]([B:16]([OH:17])[OH:15])=[CH:3][CH:4]=1)=[O:9].